Dataset: Experimentally validated miRNA-target interactions with 360,000+ pairs, plus equal number of negative samples. Task: Binary Classification. Given a miRNA mature sequence and a target amino acid sequence, predict their likelihood of interaction. (1) The miRNA is mmu-miR-344e-3p with sequence GAUAUAACCAAAGCCUGACUAU. The protein sequence of the target gene is MAHGIPSQGKVTITVDEYSSNPTQAFTHYNINQSRFQPPHVHMVDPIPYDTPKPAGHTRFVCISDTHSRTDGIQMPYGDILLHTGDFTELGLPSEVKKFNDWLGNLPYEYKIVIAGNHELTFDKEFMADLVKQDYYRFPSVSKLKPEDFDNVQSLLTNSIYLQDSEVTVKGFRIYGAPWTPWFNGWGFNLPRGQSLLDKWNLIPEGIDILMTHGPPLGFRDWVPKELQRVGCVELLNTVQRRIRPKLHVFGGIHEGYGIMTDGYTTYINASTCTVSFQPTNPPIIFDLPNPQGS. Result: 1 (interaction). (2) The miRNA is hsa-miR-7706 with sequence UGAAGCGCCUGUGCUCUGCCGAGA. The protein sequence of the target gene is MASNSWTANSSPGEAREDGSEGLDKGLDNDAEGVWSPDIEQSFQEALAIYPPCGRRKIILSDEGKMYGRNELIARYIKLRTGKTRTRKQVSSHIQVLARKKVREYQVGIKAMNLDQVSKDKALQSMASMSSAQIVSASVLQNKFSPPSPLPQAVFSSSSRFWSSPPLLGQQPGPSQDIKPFAQPAYPIQPPLPPALNSYESLAPLPPAAASATASAPAWQDRTIASSRLRLLEYSAFMEVQRDPDTYSKHLFVHIGQTNPAFSDPPLEAVDVRQIYDKFPEKKGGLKELYEKGPPNAFFL.... Result: 0 (no interaction). (3) The miRNA is hsa-miR-1184 with sequence CCUGCAGCGACUUGAUGGCUUCC. The protein sequence of the target gene is MGRWCQTVARGQRPRTSAPSRAGALLLLLLLLRSAGCWGAGEAPGALSTADPADQSVQCVPKATCPSSRPRLLWQTPTTQTLPSTTMETQFPVSEGKVDPYRSCGFSYEQDPTLRDPEAVARRWPWMVSVRANGTHICAGTIIASQWVLTVAHCLIWRDVIYSVRVGSPWIDQMTQTASDVPVLQVIMHSRYRAQRFWSWVGQANDIGLLKLKQELKYSNYVRPICLPGTDYVLKDHSRCTVTGWGLSKADGMWPQFRTIQEKEVIILNNKECDNFYHNFTKIPTLVQIIKSQMMCAEDT.... Result: 0 (no interaction). (4) The miRNA is dme-miR-286-3p with sequence UGACUAGACCGAACACUCGUGCU. The protein sequence of the target gene is MAFRQALQLAACGLAGGSAAVLFSAVAVGKPRGGGDADTRATEPPAWTGARAGRGVWDTNWDRREPLSLINLKKRNVESGEDELTSRLDHYKAKATRHIFLIRHSQYHVDGSLEKDRTLTPLGREQAELTGLRLASLGLKFNKIVHSSMTRAVETTDIISKHLPGVSRVSTDLLREGAPIEPDPPVSHWKPEAVQYYEDGARIEAAFRNYIHRADARQEEDSYEIFICHANVIRYIVCRALQFPPEGWLRLSLNNGSITHLVIRPNGRVALRTLGDTGFMPPDKITRS. Result: 0 (no interaction). (5) The miRNA is hsa-miR-758-5p with sequence GAUGGUUGACCAGAGAGCACAC. The protein sequence of the target gene is MSPPTVPPMGVDGVSAYLMKKRHTHRKQRRKPTFLTRRNIVGCRIQHGWKEGNEPVEQWKGTVLEQVSVKPTLYIIKYDGKDSVYGLELHRDKRVLALEILPERVPTPRIDSRLADSLIGKAVEHVFEGEHGTKDEWKGMVLARAPVMDTWFYITYEKDPVLYMYTLLDDYKDGDLRIIPDSNYYFPTAEQEPGEVVDSLVGKQVEHAKDDGSKRTGIFIHQVVAKPSVYFIKFDDDIHIYVYGLVKTP. Result: 1 (interaction). (6) The miRNA is hsa-miR-4651 with sequence CGGGGUGGGUGAGGUCGGGC. The protein sequence of the target gene is MPKVKALQCALALEISSVTCPGVVLKDKEDIYLSICVFGQYKKTQCVPATFPLVFNARMVFEKVFPDAVDPGDVVTQLEYDTAVFELIQLVPPVGETLSTYDENTRDFMFPGPNQMSGHHDSNRQVTMRRISGLRGNAPRLEFSTTSVITECLISSRKCHTQDKFIYHLAPVEKSHGRLQNRTSRSQKKKSKSPERSKYCINAKNYEQPTISSKSHSPSPYTKRRMCELSEDTRRRLAHLNLGPYEFKKETDKPPFVIRHVDPPSPRADTLLGSSGRDCERDGWSRVHNDHSHLGCCRPK.... Result: 1 (interaction). (7) The miRNA is hsa-miR-4771 with sequence AGCAGACUUGACCUACAAUUA. The protein sequence of the target gene is MDSLPRLTSVLTLLFSGLWHLGLTATNYNCDDPLASLLSPMAFSSSSDLTGTHSPAQLNWRVGTGGWSPADSNAQQWLQMDLGNRVEITAVATQGRYGSSDWVTSYSLMFSDTGRNWKQYKQEDSIWTFAGNMNADSVVHHKLLHSVRARFVRFVPLEWNPSGKIGMRVEVYGCSYKSDVADFDGRSSLLYRFNQKLMSTLKDVISLKFKSMQGDGVLFHGEGQRGDHITLELQKGRLALHLNLGDSKARLSSSLPSATLGSLLDDQHWHSVLIERVGKQVNFTVDKHTQHFRTKGETDA.... Result: 0 (no interaction). (8) The miRNA is hsa-miR-1236-3p with sequence CCUCUUCCCCUUGUCUCUCCAG. The protein sequence of the target gene is MRVAALISGGKDSCYNMMQCIAEGHQIVALANLRPDENQVESDELDSYMYQTVGHHAIDLYAEAMALPLYRRAIRGRSLETGRVYTQCEGDEVEDLYELLKLVKEKEEIEGVSVGAILSDYQRGRVENVCKRLNLQPLAYLWQRNQEDLLREMIASNIKAIIIKVAALGLDPDKHLGKTLVEMEPYLLELSKKYGVHVCGEGGEYETFTLDCPLFKKKIVVDSSEAVMHSADAFAPVAYLRLSRLHLEEKVSSVPADDETANSIHSS. Result: 0 (no interaction).